Predict the reaction yield, written as a fraction of the theoretical maximum amount of product (1.0 means a 100% yield; for example, 0.34 means a 34% yield). From a dataset of Reaction yield outcomes from USPTO patents with 853,638 reactions. (1) The reactants are [O:1]1[CH2:6][CH2:5][CH2:4][CH2:3][N:2]1[C:7]1[N:12]=[C:11]([NH:13][CH2:14][CH2:15][CH3:16])[N:10]=[C:9]([NH:17][CH2:18][CH2:19][CH3:20])[N:8]=1.[OH:21][S:22]([OH:25])(=[O:24])=[O:23]. No catalyst specified. The product is [S:22]([OH:25])([OH:24])(=[O:23])=[O:21].[O:1]1[CH2:6][CH2:5][CH2:4][CH2:3][N:2]1[C:7]1[N:12]=[C:11]([NH:13][CH2:14][CH2:15][CH3:16])[N:10]=[C:9]([NH:17][CH2:18][CH2:19][CH3:20])[N:8]=1. The yield is 1.00. (2) The reactants are [C:1](Cl)(=[O:5])[C:2]([CH3:4])=[CH2:3].[C:7]([OH:12])(=[O:11])[C:8]([CH3:10])=[CH2:9].C(N(CC)CC)C. The catalyst is C1COCC1. The product is [C:7]([O:12][C:1](=[O:5])[C:2]([CH3:4])=[CH2:3])(=[O:11])[C:8]([CH3:10])=[CH2:9]. The yield is 0.770. (3) The yield is 0.220. The product is [CH2:1]([N:8]1[CH2:13][CH2:12][NH:11][C:10]2[N:14]=[CH:15][C:16]([C:18]3[CH:19]=[CH:20][C:21]([C:22]([N:35]4[CH2:36][CH2:37][CH:32]([N:27]5[CH2:31][CH2:30][CH2:29][CH2:28]5)[CH2:33][CH2:34]4)=[O:23])=[CH:25][CH:26]=3)=[CH:17][C:9]1=2)[C:2]1[CH:3]=[CH:4][CH:5]=[CH:6][CH:7]=1. No catalyst specified. The reactants are [CH2:1]([N:8]1[CH2:13][CH2:12][NH:11][C:10]2[N:14]=[CH:15][C:16]([C:18]3[CH:26]=[CH:25][C:21]([C:22](O)=[O:23])=[CH:20][CH:19]=3)=[CH:17][C:9]1=2)[C:2]1[CH:7]=[CH:6][CH:5]=[CH:4][CH:3]=1.[N:27]1([CH:32]2[CH2:37][CH2:36][NH:35][CH2:34][CH2:33]2)[CH2:31][CH2:30][CH2:29][CH2:28]1. (4) The reactants are Br[C:2]1[CH:7]=[CH:6][C:5]([O:8][CH2:9][CH2:10][CH2:11][O:12][CH2:13][C:14]2[CH:19]=[CH:18][CH:17]=[CH:16][C:15]=2[O:20][CH3:21])=[CH:4][CH:3]=1.[C:22]([O:26][C:27]([N:29]1[CH2:34][CH2:33][NH:32][C@@H:31]([CH2:35][O:36][C:37]2[CH:46]=[CH:45][C:44]3[C:39](=[CH:40][CH:41]=[CH:42][CH:43]=3)[CH:38]=2)[CH2:30]1)=[O:28])([CH3:25])([CH3:24])[CH3:23].CC(C)([O-])C.[K+]. The catalyst is C1(C)C=CC=CC=1.C(P(C(C)(C)C)C(C)(C)C)(C)(C)C.C(P(C(C)(C)C)C(C)(C)C)(C)(C)C.[Pd]. The product is [C:22]([O:26][C:27]([N:29]1[CH2:34][CH2:33][N:32]([C:2]2[CH:7]=[CH:6][C:5]([O:8][CH2:9][CH2:10][CH2:11][O:12][CH2:13][C:14]3[CH:19]=[CH:18][CH:17]=[CH:16][C:15]=3[O:20][CH3:21])=[CH:4][CH:3]=2)[C@@H:31]([CH2:35][O:36][C:37]2[CH:46]=[CH:45][C:44]3[C:39](=[CH:40][CH:41]=[CH:42][CH:43]=3)[CH:38]=2)[CH2:30]1)=[O:28])([CH3:25])([CH3:23])[CH3:24]. The yield is 0.350.